From a dataset of Full USPTO retrosynthesis dataset with 1.9M reactions from patents (1976-2016). Predict the reactants needed to synthesize the given product. (1) Given the product [F:34][C:30]1[C:29]([F:35])=[CH:28][CH:33]=[CH:32][C:31]=1[C:16]1[CH:17]=[C:8]([C:5]2[CH:4]=[CH:3][C:2]([CH3:1])=[CH:7][N:6]=2)[CH:9]=[C:10]([C:11]([OH:13])=[O:12])[CH:15]=1, predict the reactants needed to synthesize it. The reactants are: [CH3:1][C:2]1[CH:3]=[CH:4][C:5]([C:8]2[CH:9]=[C:10]([CH:15]=[C:16](B3OC(C)(C)C(C)(C)O3)[CH:17]=2)[C:11]([O:13]C)=[O:12])=[N:6][CH:7]=1.Br[C:28]1[CH:33]=[CH:32][CH:31]=[C:30]([F:34])[C:29]=1[F:35].C(=O)([O-])[O-].[Cs+].[Cs+].O.CN(C)C=O. (2) Given the product [CH:25]1([CH2:28][O:29][C:30]2[CH:35]=[C:34]([F:36])[C:33]([O:37][CH3:38])=[CH:32][C:31]=2[C:2]2[C:3]3[N:11]([CH2:12][O:13][CH2:14][CH2:15][Si:16]([CH3:19])([CH3:18])[CH3:17])[C:10]([CH3:20])=[C:9]([C:21]([O:23][CH3:24])=[O:22])[C:4]=3[N:5]=[C:6]([CH3:8])[N:7]=2)[CH2:26][CH2:27]1, predict the reactants needed to synthesize it. The reactants are: Cl[C:2]1[C:3]2[N:11]([CH2:12][O:13][CH2:14][CH2:15][Si:16]([CH3:19])([CH3:18])[CH3:17])[C:10]([CH3:20])=[C:9]([C:21]([O:23][CH3:24])=[O:22])[C:4]=2[N:5]=[C:6]([CH3:8])[N:7]=1.[CH:25]1([CH2:28][O:29][C:30]2[CH:35]=[C:34]([F:36])[C:33]([O:37][CH3:38])=[CH:32][C:31]=2B2OC(C)(C)C(C)(C)O2)[CH2:27][CH2:26]1. (3) The reactants are: [CH2:1]([C:3]1[CH:4]=[C:5]([CH:9]=[C:10]([CH3:13])[C:11]=1[OH:12])[C:6]([OH:8])=[O:7])[CH3:2].CN(C=O)C.[CH2:19](Br)[C:20]1[CH:25]=[CH:24][CH:23]=[CH:22][CH:21]=1. Given the product [CH2:19]([O:7][C:6](=[O:8])[C:5]1[CH:9]=[C:10]([CH3:13])[C:11]([OH:12])=[C:3]([CH2:1][CH3:2])[CH:4]=1)[C:20]1[CH:25]=[CH:24][CH:23]=[CH:22][CH:21]=1, predict the reactants needed to synthesize it. (4) Given the product [CH2:1]([NH:3][C:9]([C:11]1[CH:15]=[C:14]([C:16]2[CH:21]=[C:20]([Cl:22])[C:19]([O:23][CH2:24][C:25]3[CH:30]=[CH:29][CH:28]=[CH:27][CH:26]=3)=[CH:18][C:17]=2[O:31][CH2:32][C:33]2[CH:38]=[CH:37][CH:36]=[CH:35][CH:34]=2)[O:13][N:12]=1)=[O:8])[CH3:2], predict the reactants needed to synthesize it. The reactants are: [CH2:1]([NH2:3])[CH3:2].CO.C([O:8][C:9]([C:11]1[CH:15]=[C:14]([C:16]2[CH:21]=[C:20]([Cl:22])[C:19]([O:23][CH2:24][C:25]3[CH:30]=[CH:29][CH:28]=[CH:27][CH:26]=3)=[CH:18][C:17]=2[O:31][CH2:32][C:33]2[CH:38]=[CH:37][CH:36]=[CH:35][CH:34]=2)[O:13][N:12]=1)=O)C. (5) Given the product [NH2:4][C:5]1[C:6]([C:42]([F:43])([F:44])[F:45])=[CH:7][C:8]([CH2:9][C@@H:10]([CH2:15][C:16](=[O:35])[N:17]2[CH2:22][CH2:21][CH:20]([N:23]3[CH2:29][CH2:28][C:27]4[CH:30]=[CH:31][CH:32]=[CH:33][C:26]=4[NH:25][C:24]3=[O:34])[CH2:19][CH2:18]2)[C:11]([OH:13])=[O:12])=[CH:36][C:37]=1[C:38]([F:41])([F:40])[F:39], predict the reactants needed to synthesize it. The reactants are: O.[OH-].[Li+].[NH2:4][C:5]1[C:37]([C:38]([F:41])([F:40])[F:39])=[CH:36][C:8]([CH2:9][C@@H:10]([CH2:15][C:16](=[O:35])[N:17]2[CH2:22][CH2:21][CH:20]([N:23]3[CH2:29][CH2:28][C:27]4[CH:30]=[CH:31][CH:32]=[CH:33][C:26]=4[NH:25][C:24]3=[O:34])[CH2:19][CH2:18]2)[C:11]([O:13]C)=[O:12])=[CH:7][C:6]=1[C:42]([F:45])([F:44])[F:43].Cl. (6) Given the product [F:30][C:27]([F:28])([F:29])[C:19]1[CH:18]=[C:17]([CH:22]=[C:21]([C:23]([F:24])([F:25])[F:26])[CH:20]=1)[CH2:16][N:13]([CH2:14][CH3:15])[C:4]1[CH:5]=[CH:6][C:7]([C:9]([F:11])([F:12])[F:10])=[CH:8][C:3]=1[CH2:2][NH:1][C:32]1[N:33]=[CH:34][C:35]([O:38][CH2:39][CH2:40][CH2:41][C:42]([O:44][C:45]([CH3:48])([CH3:47])[CH3:46])=[O:43])=[CH:36][N:37]=1, predict the reactants needed to synthesize it. The reactants are: [NH2:1][CH2:2][C:3]1[CH:8]=[C:7]([C:9]([F:12])([F:11])[F:10])[CH:6]=[CH:5][C:4]=1[N:13]([CH2:16][C:17]1[CH:22]=[C:21]([C:23]([F:26])([F:25])[F:24])[CH:20]=[C:19]([C:27]([F:30])([F:29])[F:28])[CH:18]=1)[CH2:14][CH3:15].Cl[C:32]1[N:37]=[CH:36][C:35]([O:38][CH2:39][CH2:40][CH2:41][C:42]([O:44][C:45]([CH3:48])([CH3:47])[CH3:46])=[O:43])=[CH:34][N:33]=1.C1(P(C2C=CC=CC=2)C2C=CC3C(=CC=CC=3)C=2C2C3C(=CC=CC=3)C=CC=2P(C2C=CC=CC=2)C2C=CC=CC=2)C=CC=CC=1.CC(C)([O-])C.[Na+]. (7) Given the product [NH2:25][C:26]1[C:27]([C:36]([NH:39][C@@H:40]([CH:49]2[CH2:54][CH2:53][CH2:52][CH2:51][CH2:50]2)[CH2:41][C:42]([O:44][C:45]([CH3:48])([CH3:46])[CH3:47])=[O:43])=[O:38])=[CH:28][C:29]2[C:34]([CH:35]=1)=[CH:33][CH:32]=[CH:31][CH:30]=2, predict the reactants needed to synthesize it. The reactants are: CN(C(ON1N=NC2C=CC=NC1=2)=[N+](C)C)C.F[P-](F)(F)(F)(F)F.[NH2:25][C:26]1[C:27]([C:36]([OH:38])=O)=[CH:28][C:29]2[C:34]([CH:35]=1)=[CH:33][CH:32]=[CH:31][CH:30]=2.[NH2:39][C@@H:40]([CH:49]1[CH2:54][CH2:53][CH2:52][CH2:51][CH2:50]1)[CH2:41][C:42]([O:44][C:45]([CH3:48])([CH3:47])[CH3:46])=[O:43].C(N(CC)C(C)C)(C)C.C([O-])(O)=O.[Na+].